This data is from Reaction yield outcomes from USPTO patents with 853,638 reactions. The task is: Predict the reaction yield, written as a fraction of the theoretical maximum amount of product (1.0 means a 100% yield; for example, 0.34 means a 34% yield). (1) The reactants are [C:1]([C:5]1[CH:10]=[C:9]([Br:11])[C:8]([N+:12]([O-])=O)=[CH:7][C:6]=1[OH:15])([CH3:4])([CH3:3])[CH3:2]. The catalyst is CO.[Ni]. The product is [C:1]([C:5]1[CH:10]=[C:9]([Br:11])[C:8]([NH2:12])=[CH:7][C:6]=1[OH:15])([CH3:4])([CH3:2])[CH3:3]. The yield is 0.700. (2) The reactants are [C:1]1([S:7]([N:10]2[C:14]3[CH:15]=[N:16][C:17]([C:20]#[N:21])=[C:18]([OH:19])[C:13]=3[C:12]3[CH:22]=[C:23](Br)[CH:24]=[N:25][C:11]2=3)(=[O:9])=[O:8])[CH:6]=[CH:5][CH:4]=[CH:3][CH:2]=1.C(O)C.C(OCC)(=O)C.Cl. The catalyst is [Pd].C(N(CC)CC)C.CN(C=O)C. The product is [C:1]1([S:7]([N:10]2[C:14]3[CH:15]=[N:16][C:17]([C:20]#[N:21])=[C:18]([OH:19])[C:13]=3[C:12]3[CH:22]=[CH:23][CH:24]=[N:25][C:11]2=3)(=[O:8])=[O:9])[CH:2]=[CH:3][CH:4]=[CH:5][CH:6]=1. The yield is 0.890.